Dataset: Full USPTO retrosynthesis dataset with 1.9M reactions from patents (1976-2016). Task: Predict the reactants needed to synthesize the given product. Given the product [C:1]([C:5]1[CH:6]=[CH:7][C:8]([CH3:20])=[C:9]([CH:19]=1)[O:10][C:11]1[S:12][CH:13]=[C:14]([C:16]([NH:40][C:35]2[C:36]([O:38][CH3:39])=[N:37][C:32]([NH:31][CH2:30][CH2:29][O:28][Si:21]([C:24]([CH3:25])([CH3:26])[CH3:27])([CH3:22])[CH3:23])=[N:33][C:34]=2[O:41][CH3:42])=[O:18])[N:15]=1)([CH3:2])([CH3:3])[CH3:4], predict the reactants needed to synthesize it. The reactants are: [C:1]([C:5]1[CH:6]=[CH:7][C:8]([CH3:20])=[C:9]([CH:19]=1)[O:10][C:11]1[S:12][CH:13]=[C:14]([C:16]([OH:18])=O)[N:15]=1)([CH3:4])([CH3:3])[CH3:2].[Si:21]([O:28][CH2:29][CH2:30][NH:31][C:32]1[N:37]=[C:36]([O:38][CH3:39])[C:35]([NH2:40])=[C:34]([O:41][CH3:42])[N:33]=1)([C:24]([CH3:27])([CH3:26])[CH3:25])([CH3:23])[CH3:22].C(C1C=CC(C)=C(C=1)OC1OC=C(C(NC2C(OC)=NC(NCCN(C)C(=O)OC(C)(C)C)=NC=2OC)=O)N=1)(C)(C)C.